This data is from Forward reaction prediction with 1.9M reactions from USPTO patents (1976-2016). The task is: Predict the product of the given reaction. (1) Given the reactants [CH3:1][NH:2][CH3:3].[NH2:4][C:5]1[CH:6]=[C:7]([CH:11]=[CH:12][C:13]=1[CH2:14][CH3:15])[C:8](O)=[O:9].CCN(CC)CC.F[P-](F)(F)(F)(F)F.N1(OC(N(C)C)=[N+](C)C)C2N=CC=CC=2C=C1, predict the reaction product. The product is: [NH2:4][C:5]1[CH:6]=[C:7]([CH:11]=[CH:12][C:13]=1[CH2:14][CH3:15])[C:8]([N:2]([CH3:3])[CH3:1])=[O:9]. (2) Given the reactants [CH2:1]([O:8][C:9]1[C:14](=[O:15])[CH:13]=[C:12]([CH2:16][NH:17][S:18]([C:21]2[CH:22]=[C:23]([CH3:27])[CH:24]=[CH:25][CH:26]=2)(=[O:20])=[O:19])O[C:10]=1[C:28]([OH:30])=[O:29])[C:2]1[CH:7]=[CH:6][CH:5]=[CH:4][CH:3]=1.C1(S(C(N)C2[N:46](C)[C:45](C(O)=O)=C(OCC3C=CC=CC=3)C(=O)C=2)(=O)=O)C=CC=CC=1, predict the reaction product. The product is: [CH2:1]([O:8][C:9]1[C:14](=[O:15])[CH:13]=[C:12]([CH2:16][NH:17][S:18]([C:21]2[CH:22]=[C:23]([CH3:27])[CH:24]=[CH:25][CH:26]=2)(=[O:20])=[O:19])[N:46]([CH3:45])[C:10]=1[C:28]([OH:30])=[O:29])[C:2]1[CH:7]=[CH:6][CH:5]=[CH:4][CH:3]=1. (3) Given the reactants [NH2:1][CH:2]1[CH2:7][CH2:6][N:5]([CH2:8][CH2:9][N:10]2[C:19]3[C:14](=[C:15]([F:21])[CH:16]=[C:17]([F:20])[CH:18]=3)[CH:13]=[CH:12][C:11]2=[O:22])[CH2:4][CH2:3]1.[O:23]1[C:32]2[CH:31]=[C:30]([CH:33]=O)[N:29]=[CH:28][C:27]=2[O:26][CH2:25][CH2:24]1.[BH-](OC(C)=O)(OC(C)=O)[O:36][C:37](C)=[O:38].[Na+], predict the reaction product. The product is: [CH:37]([OH:38])=[O:36].[CH:37]([OH:38])=[O:36].[O:23]1[C:32]2[CH:31]=[C:30]([CH2:33][NH:1][CH:2]3[CH2:3][CH2:4][N:5]([CH2:8][CH2:9][N:10]4[C:19]5[C:14](=[C:15]([F:21])[CH:16]=[C:17]([F:20])[CH:18]=5)[CH:13]=[CH:12][C:11]4=[O:22])[CH2:6][CH2:7]3)[N:29]=[CH:28][C:27]=2[O:26][CH2:25][CH2:24]1. (4) The product is: [CH3:29][O:28][N:30]=[C:8]([C:5]1[CH:4]=[CH:3][C:2]([F:1])=[CH:7][N:6]=1)[C:10]1[N:19]=[C:18]([NH:20][C:21]2[CH:25]=[C:24]([CH3:26])[NH:23][N:22]=2)[C:17]2[C:12](=[CH:13][CH:14]=[CH:15][CH:16]=2)[N:11]=1. Given the reactants [F:1][C:2]1[CH:3]=[CH:4][C:5]([C:8]([C:10]2[N:19]=[C:18]([NH:20][C:21]3[CH:25]=[C:24]([CH3:26])[NH:23][N:22]=3)[C:17]3[C:12](=[CH:13][CH:14]=[CH:15][CH:16]=3)[N:11]=2)=O)=[N:6][CH:7]=1.Cl.[O:28]([NH2:30])[CH3:29], predict the reaction product. (5) Given the reactants O[CH2:2][C:3]([C@H:6]1[C@@H:10]2[C@@H:11]3[C@@:24]([CH3:27])([CH2:25][CH2:26][C@@:9]2([NH:42]CCN2CCS(=O)(=O)CC2)[CH2:8][CH2:7]1)[C@@:23]1([CH3:28])[C@@H:14]([C@:15]2([CH3:41])[C@@H:20]([CH2:21][CH2:22]1)[C:19]([CH3:30])([CH3:29])[C:18]([C:31]1[CH:40]=[CH:39][C:34]([C:35]([O:37][CH3:38])=[O:36])=[CH:33][CH:32]=1)=[CH:17][CH2:16]2)[CH2:13][CH2:12]3)([OH:5])C.I([O-])(=O)(=O)=O.[Na+], predict the reaction product. The product is: [C:3]([C@H:6]1[C@@H:10]2[C@@H:11]3[C@@:24]([CH3:27])([CH2:25][CH2:26][C@@:9]2([NH2:42])[CH2:8][CH2:7]1)[C@@:23]1([CH3:28])[C@@H:14]([C@:15]2([CH3:41])[C@@H:20]([CH2:21][CH2:22]1)[C:19]([CH3:30])([CH3:29])[C:18]([C:31]1[CH:32]=[CH:33][C:34]([C:35]([O:37][CH3:38])=[O:36])=[CH:39][CH:40]=1)=[CH:17][CH2:16]2)[CH2:13][CH2:12]3)(=[O:5])[CH3:2]. (6) Given the reactants [CH3:1][C:2]1([CH3:20])[C:10]2[C:5](=[CH:6][CH:7]=[C:8](OS(C(F)(F)F)(=O)=O)[CH:9]=2)[C:4](=[O:19])[CH2:3]1.[C:21]1(B(O)O)[CH:26]=[CH:25][CH:24]=[CH:23][CH:22]=1, predict the reaction product. The product is: [CH3:1][C:2]1([CH3:20])[C:10]2[C:5](=[CH:6][CH:7]=[C:8]([C:21]3[CH:26]=[CH:25][CH:24]=[CH:23][CH:22]=3)[CH:9]=2)[C:4](=[O:19])[CH2:3]1. (7) Given the reactants C([O:5][C:6](=[O:46])[CH2:7][CH2:8][N:9](C(OC(C)(C)C)=O)[CH2:10][C:11]([N:13]1[C:21]2[C:16](=[CH:17][C:18]([O:22][CH2:23][C:24]3[CH:29]=[CH:28][C:27]([CH2:30][CH:31]([CH3:33])[CH3:32])=[C:26]([O:34][C:35]([F:38])([F:37])[F:36])[CH:25]=3)=[CH:19][CH:20]=2)[CH2:15][CH2:14]1)=[O:12])(C)(C)C.[C:47]([OH:53])([C:49]([F:52])([F:51])[F:50])=[O:48], predict the reaction product. The product is: [OH:53][C:47]([C:49]([F:52])([F:51])[F:50])=[O:48].[CH2:30]([C:27]1[CH:28]=[CH:29][C:24]([CH2:23][O:22][C:18]2[CH:17]=[C:16]3[C:21](=[CH:20][CH:19]=2)[N:13]([C:11](=[O:12])[CH2:10][NH:9][CH2:8][CH2:7][C:6]([OH:46])=[O:5])[CH2:14][CH2:15]3)=[CH:25][C:26]=1[O:34][C:35]([F:38])([F:36])[F:37])[CH:31]([CH3:33])[CH3:32]. (8) Given the reactants [NH2:1][C:2]([CH2:7][CH3:8])([CH2:5][OH:6])[CH2:3][OH:4].[C:9](O[C:9]([O:11][C:12]([CH3:15])([CH3:14])[CH3:13])=[O:10])([O:11][C:12]([CH3:15])([CH3:14])[CH3:13])=[O:10].[OH-].[Na+], predict the reaction product. The product is: [C:12]([O:11][C:9](=[O:10])[NH:1][C:2]([CH2:5][OH:6])([CH2:3][OH:4])[CH2:7][CH3:8])([CH3:15])([CH3:14])[CH3:13].